This data is from HIV replication inhibition screening data with 41,000+ compounds from the AIDS Antiviral Screen. The task is: Binary Classification. Given a drug SMILES string, predict its activity (active/inactive) in a high-throughput screening assay against a specified biological target. The molecule is CN1CCOC1(C)CO. The result is 0 (inactive).